This data is from Peptide-MHC class I binding affinity with 185,985 pairs from IEDB/IMGT. The task is: Regression. Given a peptide amino acid sequence and an MHC pseudo amino acid sequence, predict their binding affinity value. This is MHC class I binding data. (1) The peptide sequence is DLRQRLLRA. The MHC is Mamu-B08 with pseudo-sequence Mamu-B08. The binding affinity (normalized) is 0.00725. (2) The peptide sequence is YMAVVPLVY. The MHC is HLA-A29:02 with pseudo-sequence HLA-A29:02. The binding affinity (normalized) is 0.905. (3) The peptide sequence is ARIDARIDF. The MHC is HLA-B08:02 with pseudo-sequence HLA-B08:02. The binding affinity (normalized) is 0.0847. (4) The peptide sequence is YEVPAALIL. The MHC is HLA-B27:05 with pseudo-sequence HLA-B27:05. The binding affinity (normalized) is 0.0847. (5) The peptide sequence is FYPINDDFY. The MHC is HLA-B15:17 with pseudo-sequence HLA-B15:17. The binding affinity (normalized) is 0.215. (6) The peptide sequence is LTDRELLLL. The MHC is HLA-B15:01 with pseudo-sequence HLA-B15:01. The binding affinity (normalized) is 0.0847. (7) The peptide sequence is YINMAWNLV. The MHC is HLA-A69:01 with pseudo-sequence HLA-A69:01. The binding affinity (normalized) is 0.403. (8) The peptide sequence is YSPHFKVGWAW. The MHC is Mamu-A01 with pseudo-sequence Mamu-A01. The binding affinity (normalized) is 0.457. (9) The peptide sequence is YQRRRRFAI. The MHC is HLA-B18:01 with pseudo-sequence HLA-B18:01. The binding affinity (normalized) is 0.0847. (10) The peptide sequence is NRTRHCQPEKA. The MHC is HLA-B27:05 with pseudo-sequence HLA-B27:05. The binding affinity (normalized) is 0.362.